From a dataset of Full USPTO retrosynthesis dataset with 1.9M reactions from patents (1976-2016). Predict the reactants needed to synthesize the given product. (1) The reactants are: [CH2:1]([O:8][C:9]1[CH:10]=[C:11]([CH:13]=[CH:14][CH:15]=1)[NH2:12])[C:2]1[CH:7]=[CH:6][CH:5]=[CH:4][CH:3]=1.[O:16]=[C:17]1[CH:22]=[CH:21]N(C2C=NN(C(C)C)C=2)[N:19]=[C:18]1[C:31]([OH:33])=[O:32]. Given the product [CH2:1]([O:8][C:9]1[CH:10]=[C:11]([N:12]2[CH:21]=[CH:22][C:17](=[O:16])[C:18]([C:31]([OH:33])=[O:32])=[N:19]2)[CH:13]=[CH:14][CH:15]=1)[C:2]1[CH:3]=[CH:4][CH:5]=[CH:6][CH:7]=1, predict the reactants needed to synthesize it. (2) Given the product [CH3:1][O:2][C:3]([C:5]1[S:6][C:7]([CH2:10][CH:11]([C:15]2[CH:20]=[CH:19][C:18]([C:21]([CH3:24])([CH3:23])[CH3:22])=[CH:17][CH:16]=2)[C:12]([OH:14])=[O:13])=[CH:8][CH:9]=1)=[O:4], predict the reactants needed to synthesize it. The reactants are: [CH3:1][O:2][C:3]([C:5]1[S:6][C:7](/[CH:10]=[C:11](\[C:15]2[CH:20]=[CH:19][C:18]([C:21]([CH3:24])([CH3:23])[CH3:22])=[CH:17][CH:16]=2)/[C:12]([OH:14])=[O:13])=[CH:8][CH:9]=1)=[O:4].[H][H].